Dataset: Experimentally validated miRNA-target interactions with 360,000+ pairs, plus equal number of negative samples. Task: Binary Classification. Given a miRNA mature sequence and a target amino acid sequence, predict their likelihood of interaction. (1) The miRNA is hsa-miR-98-5p with sequence UGAGGUAGUAAGUUGUAUUGUU. The protein sequence of the target gene is MGCRDVHAATVLSFLCGIASVAGLFAGTLLPNWRKLRLITFNRNEKNLTVYTGLWVKCARYDGSSDCLMYDTTWYSSVDQLDLRVLQFALPLSMLIAMGALLLCLIGMCNTAFRSSVPNIKLAKCLVNSAGCHLVAGLLFFLAGTVSLSPSIWVIFYNIHLNKKFEPVFSFDYAVYVTIASAGGLFMTSLILFIWYCTCKSLPSPFWQPLYSHPPSMHTYSQPYSARSRLSAIEIDIPVVSHTT. Result: 1 (interaction). (2) The miRNA is hsa-miR-4529-5p with sequence AGGCCAUCAGCAGUCCAAUGAA. The protein sequence of the target gene is MSKLKSSESVRVVVRCRPMNGKEKAASYDKVVDVDVKLGQVSVKNPKGTSHEMPKTFTFDAVYDWNAKQFELYDETFRPLVDSVLQGFNGTIFAYGQTGTGKTYTMEGVRGDPEKRGVIPNSFDHIFTHISRSQNQQYLVRASYLEIYQEEIRDLLSKDQTKRLELKERPDTGVYVKDLSSFVTKSVKEIEHVMNVGNQNRSVGATNMNEHSSRSHAIFVITIECSEVGLDGENHIRVGKLNLVDLAGSERQAKTGAQGERLKEATKINLSLSALGNVISALVDGKSTHIPYRDSKLTRL.... Result: 0 (no interaction). (3) Result: 0 (no interaction). The miRNA is mmu-miR-382-3p with sequence UCAUUCACGGACAACACUUUUU. The protein sequence of the target gene is MLCRAACSAGRRLGPAASTAGSRHKHSLPDLPYDYGALEPHINAQIMQLHHSKHHATYVNNLNVTEEKYHEALAKGDVTTQVALQPALKFNGGGHINHSIFWTNLSPKGGGEPKGELLEAIKRDFGSFEKFKEKLTAVSVGVQGSGWGWLGFNKEQGRLQIAACSNQDPLQGTTGLIPLLGIDVWEHAYYLQYKNVRPDYLKAIWNVINWENVSQRYIVCKK. (4) The protein sequence of the target gene is MAVQPKETLQLESAAEVGFVRFFQGMPEKPTTTVRLFDRGDFYTAHGEDALLAAREVFKTQGVIKYMGPAGAKNLQSVVLSKMNFESFVKDLLLVRQYRVEVYKNRAGNKASKENDWYLAYKASPGNLSQFEDILFGNNDMSASIGVVGVKMSAVDGQRQVGVGYVDSIQRKLGLCEFPDNDQFSNLEALLIQIGPKECVLPGGETAGDMGKLRQIIQRGGILITERKKADFSTKDIYQDLNRLLKGKKGEQMNSAVLPEMENQVAVSSLSAVIKFLELLSDDSNFGQFELTTFDFSQYM.... Result: 0 (no interaction). The miRNA is hsa-miR-4467 with sequence UGGCGGCGGUAGUUAUGGGCUU. (5) The protein sequence of the target gene is MSSQELVTLNVGGKIFTTRFSTIKQFPASRLARMLDGRDQEFKMVGGQIFVDRDGDLFSFILDFLRTHQLLLPTEFSDYLRLQREALFYELRSLVDLLNPYLLQPRPALVEVHFLSRNTQAFFRVFGSCSKTIEMLTGRITVFTEQPSAPTWNGNFFPPQMTLLPLPPQRPSYHDLVFQCGSDSTTDNQTGVRYVSIKPDNRKLANGTNVLGLLIDTLLKEGFHLVSTRTVSSEDKTECYSFERIKSPEVLITNETPKPETIIIPEQSQIKK. The miRNA is hsa-miR-4287 with sequence UCUCCCUUGAGGGCACUUU. Result: 0 (no interaction). (6) The miRNA is mmu-miR-1981-5p with sequence GUAAAGGCUGGGCUUAGACGUGGC. The protein sequence of the target gene is MAEAEEQETGSLEESTDESEEEESEEEPKLKYERLSNGVTEILQKDAASCMTVHDKFLALGTHYGKVYLLDVQGNITQKFDVSPVKINQISLDESGEHMGVCSEDGKVQVFGLYSGEEFHETFDCPIKIIAVHPHFVRSSCKQFVTGGKKLLLFERSWMNRWKSAVLHEGEGNIRSVKWRGHLIAWANNMGVKIFDIISKQRITNVPRDDISLRPDMYPCSLCWKDNVTLIIGWGTSVKVCSVKERHASEMRDLPSRYVEIVSQFETEFYISGLAPLCDQLVVLSYVKEISEKTEREYCA.... Result: 0 (no interaction).